Dataset: Reaction yield outcomes from USPTO patents with 853,638 reactions. Task: Predict the reaction yield, written as a fraction of the theoretical maximum amount of product (1.0 means a 100% yield; for example, 0.34 means a 34% yield). (1) The reactants are [Cl:1][C:2]1[C:11]2[C:6](=[CH:7][C:8]([OH:14])=[C:9]([O:12][CH3:13])[CH:10]=2)[N:5]=[CH:4][CH:3]=1.[CH:15]1([O:20][C:21](=[O:34])[C@@H:22]([NH:26][C:27]([O:29][C:30]([CH3:33])([CH3:32])[CH3:31])=[O:28])[CH2:23][CH2:24]Br)[CH2:19][CH2:18][CH2:17][CH2:16]1.C(=O)([O-])[O-].[K+].[K+]. The catalyst is CN(C=O)C.O. The product is [CH:15]1([O:20][C:21](=[O:34])[C@@H:22]([NH:26][C:27]([O:29][C:30]([CH3:33])([CH3:32])[CH3:31])=[O:28])[CH2:23][CH2:24][O:14][C:8]2[CH:7]=[C:6]3[C:11]([C:2]([Cl:1])=[CH:3][CH:4]=[N:5]3)=[CH:10][C:9]=2[O:12][CH3:13])[CH2:16][CH2:17][CH2:18][CH2:19]1. The yield is 0.730. (2) The reactants are [Br:1][C:2]1[CH:3]=[CH:4][C:5]2[S:9](=[O:11])(=[O:10])[NH:8][CH:7]([CH3:12])[C:6]=2[CH:13]=1.CS(O[CH:19]1[CH2:24][CH2:23][N:22]([C:25]([O:27][C:28]([CH3:31])([CH3:30])[CH3:29])=[O:26])[CH2:21][CH2:20]1)(=O)=O.C([O-])([O-])=O.[K+].[K+].O. The catalyst is CN(C=O)C. The product is [Br:1][C:2]1[CH:3]=[CH:4][C:5]2[S:9](=[O:10])(=[O:11])[N:8]([CH:19]3[CH2:24][CH2:23][N:22]([C:25]([O:27][C:28]([CH3:31])([CH3:30])[CH3:29])=[O:26])[CH2:21][CH2:20]3)[CH:7]([CH3:12])[C:6]=2[CH:13]=1. The yield is 0.370. (3) The reactants are [Br:1][C:2]1[CH:3]=[CH:4][C:5]([O:9][CH3:10])=[N+:6]([O-])[CH:7]=1.[N+:11]([O-])([OH:13])=[O:12].C(=O)([O-])[O-].[K+].[K+]. The catalyst is S(=O)(=O)(O)O. The product is [Br:1][C:2]1[C:3]([N+:11]([O-:13])=[O:12])=[CH:4][C:5]([O:9][CH3:10])=[N:6][CH:7]=1. The yield is 0.600. (4) The reactants are [C:1]([C:5]1[O:9][N:8]=[C:7]([NH:10][C:11]([NH:13][C:14]2[CH:19]=[CH:18][CH:17]=[C:16]([SH:20])[CH:15]=2)=[O:12])[CH:6]=1)([CH3:4])([CH3:3])[CH3:2].Cl[C:22]1[C:31]2[C:26](=[CH:27][C:28]([F:33])=[C:29]([F:32])[CH:30]=2)[N:25]=[CH:24][N:23]=1. No catalyst specified. The product is [C:1]([C:5]1[O:9][N:8]=[C:7]([NH:10][C:11]([NH:13][C:14]2[CH:19]=[CH:18][CH:17]=[C:16]([S:20][C:22]3[C:31]4[C:26](=[CH:27][C:28]([F:33])=[C:29]([F:32])[CH:30]=4)[N:25]=[CH:24][N:23]=3)[CH:15]=2)=[O:12])[CH:6]=1)([CH3:4])([CH3:2])[CH3:3]. The yield is 0.370. (5) The reactants are Cl[C:2]1[C:11]2[C:6](=[CH:7][C:8]([O:14][CH3:15])=[C:9]([O:12][CH3:13])[CH:10]=2)[N:5]=[CH:4][CH:3]=1.[OH2:16].Cl[C:18]1[CH:23]=[CH:22][CH:21]=[CH:20][C:19]=1Cl. The catalyst is CN(C)C1C=CN=CC=1. The product is [CH3:13][O:12][C:9]1[CH:10]=[C:11]2[C:6](=[CH:7][C:8]=1[O:14][CH3:15])[N:5]=[CH:4][CH:3]=[C:2]2[O:16][C:18]1[CH:23]=[CH:22][C:21]([CH2:3][CH2:2][CH3:11])=[CH:20][C:19]=1[C:9](=[O:12])[CH3:8]. The yield is 0.260. (6) The reactants are C1CCN2C(=NCCC2)CC1.[Cl:12][C:13]1[CH:23]=[C:22]([Cl:24])[CH:21]=[CH:20][C:14]=1[CH:15]=[CH:16][N+]([O-])=O.[N+:25]([CH2:27][C:28]([O:30][CH2:31][C:32]1[CH:37]=[CH:36][CH:35]=[CH:34][CH:33]=1)=[O:29])#[C-:26]. The catalyst is C1COCC1. The product is [Cl:12][C:13]1[CH:23]=[C:22]([Cl:24])[CH:21]=[CH:20][C:14]=1[C:15]1[CH:16]=[CH:26][NH:25][C:27]=1[C:28]([O:30][CH2:31][C:32]1[CH:37]=[CH:36][CH:35]=[CH:34][CH:33]=1)=[O:29]. The yield is 0.150. (7) The reactants are [C:1]([C:5]1[CH:9]=[C:8]([NH:10][C:11]([NH:13][C:14]2[C:23]3[C:18](=[CH:19][CH:20]=[CH:21][CH:22]=3)[CH:17]=[CH:16][CH:15]=2)=[O:12])[N:7]([C:24]2[CH:29]=[CH:28][C:27]([O:30][CH2:31][C:32]([O:34]C)=[O:33])=[CH:26][CH:25]=2)[N:6]=1)([CH3:4])([CH3:3])[CH3:2].[Li+].[OH-]. The catalyst is C1COCC1.O. The product is [C:1]([C:5]1[CH:9]=[C:8]([NH:10][C:11]([NH:13][C:14]2[C:23]3[C:18](=[CH:19][CH:20]=[CH:21][CH:22]=3)[CH:17]=[CH:16][CH:15]=2)=[O:12])[N:7]([C:24]2[CH:25]=[CH:26][C:27]([O:30][CH2:31][C:32]([OH:34])=[O:33])=[CH:28][CH:29]=2)[N:6]=1)([CH3:4])([CH3:2])[CH3:3]. The yield is 0.650. (8) The reactants are [CH3:1][C:2]1[CH:7]=[CH:6][C:5]([S:8]([O-:10])=[O:9])=[CH:4][CH:3]=1.[Na+].CC(OC)(C)C.Cl. The catalyst is O. The product is [CH3:1][C:2]1[CH:7]=[CH:6][C:5]([S:8]([OH:10])=[O:9])=[CH:4][CH:3]=1. The yield is 0.980.